Dataset: Reaction yield outcomes from USPTO patents with 853,638 reactions. Task: Predict the reaction yield, written as a fraction of the theoretical maximum amount of product (1.0 means a 100% yield; for example, 0.34 means a 34% yield). (1) The reactants are [N+:1]([C:4]1[CH:5]=[N:6][NH:7][CH:8]=1)([O-:3])=[O:2].S(OC)(O[CH3:13])(=O)=O. The product is [CH3:13][N:6]1[CH:5]=[C:4]([N+:1]([O-:3])=[O:2])[CH:8]=[N:7]1. The catalyst is [OH-].[Na+]. The yield is 0.760. (2) The reactants are [S:1]1[CH:5]=[C:4]([CH:6]=O)[C:3]([CH:8]=O)=[CH:2]1.C([NH:13][CH:14](P(OC)(OC)=O)[C:15]([O:17][CH3:18])=[O:16])(=O)C.C1CCN2C(=NCCC2)CC1.S1C=CC=C1.FC(F)(F)C(OC(=O)C(F)(F)F)=O. The catalyst is C(Cl)Cl.C(Cl)(Cl)Cl. The product is [CH:5]1[S:1][CH:2]=[C:3]2[C:4]=1[CH:6]=[C:14]([C:15]([O:17][CH3:18])=[O:16])[N:13]=[CH:8]2. The yield is 0.880.